Dataset: Catalyst prediction with 721,799 reactions and 888 catalyst types from USPTO. Task: Predict which catalyst facilitates the given reaction. (1) Reactant: CC([O-])(C)C.[K+].[Cl:7][C:8]1[CH:13]=[CH:12][CH:11]=[CH:10][C:9]=1[N+:14]([O-:16])=[O:15].Cl[CH:18]([CH3:24])[C:19]([O:21][CH2:22][CH3:23])=[O:20].Cl. Product: [Cl:7][C:8]1[CH:13]=[C:12]([CH:18]([CH3:24])[C:19]([O:21][CH2:22][CH3:23])=[O:20])[CH:11]=[CH:10][C:9]=1[N+:14]([O-:16])=[O:15]. The catalyst class is: 399. (2) Reactant: [CH:1]#[C:2][CH2:3][NH:4][C@H:5]1[C:9]2[CH:10]=[CH:11][CH:12]=[CH:13][C:8]=2[CH2:7][CH2:6]1.[C:14]1([S:20]([OH:23])(=[O:22])=[O:21])[CH:19]=[CH:18][CH:17]=[CH:16][CH:15]=1. Product: [CH:1]#[C:2][CH2:3][NH:4][C@H:5]1[C:9]2[CH:10]=[CH:11][CH:12]=[CH:13][C:8]=2[CH2:7][CH2:6]1.[S:20]([C:14]1[CH:19]=[CH:18][CH:17]=[CH:16][CH:15]=1)([O-:23])(=[O:22])=[O:21]. The catalyst class is: 41. (3) Reactant: C([O:3][C:4]([CH:6]1[CH2:11][CH2:10][N:9]([CH:12]2[CH2:15][C:14]3([CH2:19][CH2:18][N:17]([C:20]([O:22][CH2:23][CH3:24])=[O:21])[CH2:16]3)[CH2:13]2)[CH2:8][CH2:7]1)=[O:5])C.[Li+].[OH-].Cl. Product: [CH2:23]([O:22][C:20]([N:17]1[CH2:18][CH2:19][C:14]2([CH2:15][CH:12]([N:9]3[CH2:8][CH2:7][CH:6]([C:4]([OH:5])=[O:3])[CH2:11][CH2:10]3)[CH2:13]2)[CH2:16]1)=[O:21])[CH3:24]. The catalyst class is: 1. (4) Reactant: Cl[CH2:2][CH2:3][N:4]1C(=O)[O:7][N:6]=[C:5]1[C:10]1[C:14]2[CH:15]=[C:16]([CH:29]3[CH2:31][CH2:30]3)[C:17]([N:19]([CH2:24][CH2:25][CH:26]([CH3:28])[CH3:27])[S:20]([CH3:23])(=[O:22])=[O:21])=[CH:18][C:13]=2[O:12][C:11]=1[C:32]1[CH:37]=[CH:36][C:35]([F:38])=[CH:34][CH:33]=1.[OH-].[Na+]. Product: [CH:29]1([C:16]2[C:17]([N:19]([CH2:24][CH2:25][CH:26]([CH3:28])[CH3:27])[S:20]([CH3:23])(=[O:22])=[O:21])=[CH:18][C:13]3[O:12][C:11]([C:32]4[CH:33]=[CH:34][C:35]([F:38])=[CH:36][CH:37]=4)=[C:10]([C:5]4[NH:4][CH2:3][CH2:2][O:7][N:6]=4)[C:14]=3[CH:15]=2)[CH2:30][CH2:31]1. The catalyst class is: 8. (5) Reactant: FC1C=NC=CC=1[C:8]1[O:9][C:10]2[CH:16]=[CH:15][C:14]([C:17]([F:20])([F:19])[F:18])=[CH:13][C:11]=2[N:12]=1.C(=O)([O-])[O-].[K+].[K+].FC(F)(C(F)(F)F)CO. Product: [F:20][C:17]([F:18])([F:19])[C:14]1[CH:15]=[CH:16][C:10]2[O:9][CH:8]=[N:12][C:11]=2[CH:13]=1. The catalyst class is: 6. (6) Reactant: [Cl:1][C:2]1[C:3]([C:28]2[C:36]3[C:31](=[CH:32][CH:33]=[CH:34][CH:35]=3)[N:30]([CH3:37])[CH:29]=2)=[N:4][C:5]([NH:8][C:9]2[CH:14]=[C:13]([N+:15]([O-])=O)[C:12]([N:18]3[CH2:22][CH2:21][C@@H:20]([N:23]([CH3:25])[CH3:24])[CH2:19]3)=[CH:11][C:10]=2[O:26][CH3:27])=[N:6][CH:7]=1.[NH4+].[Cl-].C(Cl)Cl.CO. Product: [Cl:1][C:2]1[C:3]([C:28]2[C:36]3[C:31](=[CH:32][CH:33]=[CH:34][CH:35]=3)[N:30]([CH3:37])[CH:29]=2)=[N:4][C:5]([NH:8][C:9]2[C:10]([O:26][CH3:27])=[CH:11][C:12]([N:18]3[CH2:22][CH2:21][C@@H:20]([N:23]([CH3:25])[CH3:24])[CH2:19]3)=[C:13]([NH2:15])[CH:14]=2)=[N:6][CH:7]=1. The catalyst class is: 190. (7) Reactant: [Cl:1][C:2]1[C:3]([Cl:11])=[N:4][CH:5]=[C:6]([CH:10]=1)[C:7]([OH:9])=[O:8].[CH3:12]OC(OC)(OC)C. Product: [Cl:1][C:2]1[C:3]([Cl:11])=[N:4][CH:5]=[C:6]([CH:10]=1)[C:7]([O:9][CH3:12])=[O:8]. The catalyst class is: 25. (8) Reactant: [F:1][C@H:2]([C:17]1[C:22]([I:23])=[CH:21][CH:20]=[CH:19][C:18]=1[F:24])[C:3](N([C@H](C)[C@H](O)C1C=CC=CC=1)C)=[O:4].[OH:25]S(O)(=O)=O. Product: [F:1][C@H:2]([C:17]1[C:22]([I:23])=[CH:21][CH:20]=[CH:19][C:18]=1[F:24])[C:3]([OH:4])=[O:25]. The catalyst class is: 38. (9) Reactant: N[C:2]1[CH:7]=[CH:6][C:5]([CH3:8])=[CH:4][C:3]=1[C:9]([O:11][CH3:12])=[O:10].[I-].[I:14]CI.N(OCCC(C)C)=O. Product: [I:14][C:2]1[CH:7]=[CH:6][C:5]([CH3:8])=[CH:4][C:3]=1[C:9]([O:11][CH3:12])=[O:10]. The catalyst class is: 1.